Dataset: Reaction yield outcomes from USPTO patents with 853,638 reactions. Task: Predict the reaction yield, written as a fraction of the theoretical maximum amount of product (1.0 means a 100% yield; for example, 0.34 means a 34% yield). (1) The reactants are [Cl:1][C:2]1[N:3]=[C:4]([C:9]([NH:11][C@H:12]2[CH2:17][CH2:16][N:15]([C:18]3[O:19][C:20]([CH2:30][CH2:31][CH3:32])=[C:21]([C:23]([O:25]CCCC)=[O:24])[N:22]=3)[CH2:14][C@H:13]2[O:33][CH3:34])=[O:10])[NH:5][C:6]=1[CH2:7][CH3:8].[OH-].[Li+].CO. The catalyst is C1COCC1. The product is [Cl:1][C:2]1[N:3]=[C:4]([C:9]([NH:11][C@H:12]2[CH2:17][CH2:16][N:15]([C:18]3[O:19][C:20]([CH2:30][CH2:31][CH3:32])=[C:21]([C:23]([OH:25])=[O:24])[N:22]=3)[CH2:14][C@H:13]2[O:33][CH3:34])=[O:10])[NH:5][C:6]=1[CH2:7][CH3:8]. The yield is 0.910. (2) The reactants are O.N1[C:15]2[C:6](=[CH:7][CH:8]=[C:9]3[C:14]=2[N:13]=[CH:12][CH:11]=C3)C=CC=1.C1([C:22]2[NH:23]C=CN=2)C=CC=CC=1.C(=O)([O-])[O-].[K+].[K+].IC1C=CC=CC=1. The catalyst is [Cu](I)I.CN(C)C=O. The product is [C:14]1([N:13]2[CH:12]=[CH:11][N:23]=[CH:22]2)[CH:15]=[CH:6][CH:7]=[CH:8][CH:9]=1. The yield is 0.653. (3) The reactants are [NH2:1][C:2]1[C:7]2[C:8]([Br:11])=[CH:9][S:10][C:6]=2[C:5]([CH2:12][OH:13])=[CH:4][N:3]=1. The catalyst is C1COCC1.O=[Mn]=O. The product is [NH2:1][C:2]1[C:7]2[C:8]([Br:11])=[CH:9][S:10][C:6]=2[C:5]([CH:12]=[O:13])=[CH:4][N:3]=1. The yield is 0.890. (4) The reactants are [CH3:1][C:2]1([CH3:16])[CH:6]([CH3:7])[CH2:5][CH2:4][CH:3]1[CH2:8][CH2:9][CH2:10][C:11]([O:13]CC)=[O:12].C1COCC1. The catalyst is [OH-].[Na+]. The product is [CH3:16][C:2]1([CH3:1])[CH:6]([CH3:7])[CH2:5][CH2:4][CH:3]1[CH2:8][CH2:9][CH2:10][C:11]([OH:13])=[O:12]. The yield is 0.870. (5) The reactants are [NH2:1][C:2]1[C:7]([C:8]([O:10][CH2:11][C:12]2[CH:17]=[CH:16][CH:15]=[CH:14][CH:13]=2)=[O:9])=[C:6]([CH3:18])[C:5]([Br:19])=[CH:4][CH:3]=1.[F:20][C:21]1[CH:26]=[CH:25][C:24]([S:27](Cl)(=[O:29])=[O:28])=[CH:23][CH:22]=1.N1C=CC=CC=1. The catalyst is ClCCl. The product is [Br:19][C:5]1[C:6]([CH3:18])=[C:7]([C:2]([NH:1][S:27]([C:24]2[CH:25]=[CH:26][C:21]([F:20])=[CH:22][CH:23]=2)(=[O:29])=[O:28])=[CH:3][CH:4]=1)[C:8]([O:10][CH2:11][C:12]1[CH:13]=[CH:14][CH:15]=[CH:16][CH:17]=1)=[O:9]. The yield is 0.912.